Dataset: Experimentally validated miRNA-target interactions with 360,000+ pairs, plus equal number of negative samples. Task: Binary Classification. Given a miRNA mature sequence and a target amino acid sequence, predict their likelihood of interaction. (1) The miRNA is hsa-miR-2053 with sequence GUGUUAAUUAAACCUCUAUUUAC. The protein sequence of the target gene is MSHLSQQRIYSGENPFACKVCGKVFSHKSNLTEHEHFHTREKPFECNECGKAFSQKQYVIKHQNTHTGEKLFECNECGKSFSQKENLLTHQKIHTGEKPFECKDCGKAFIQKSNLIRHQRTHTGEKPFVCKECGKTFSGKSNLTEHEKIHIGEKPFKCSECGTAFGQKKYLIKHQNIHTGEKPYECNECGKAFSQRTSLIVHVRIHSGDKPYECNVCGKAFSQSSSLTVHVRSHTGEKPYGCNECGKAFSQFSTLALHLRIHTGKKPYQCSECGKAFSQKSHHIRHQKIHTH. Result: 1 (interaction). (2) The miRNA is mmu-miR-590-5p with sequence GAGCUUAUUCAUAAAAGUGCAG. The protein sequence of the target gene is MAKKSAENGIYSVSGDEKKGPLIVSGPDGAPAKGDGPAGLGAPGGRLAVPPRETWTRQMDFIMSCVGFAVGLGNVWRFPYLCYKNGGGVFLIPYVLIALVGGIPIFFLEISLGQFMKAGSINVWNICPLFKGLGYASMVIVFYCNTYYIMVLAWGFYYLVKSFTTTLPWATCGHTWNTPDCVEIFRHEDCANASLANLTCDQLADRRSPVIEFWENKVLRLSTGLEVPGALNWEVTLCLLACWVLVYFCVWKGVKSTGKIVYFTATFPYVVLVVLLVRGVLLPGALDGIIYYLKPDWSKL.... Result: 0 (no interaction). (3) The miRNA is hsa-miR-5006-3p with sequence UUUCCCUUUCCAUCCUGGCAG. The protein sequence of the target gene is MKETIQGTGSWGPEPPGPGTTYSNPRRERLRWPLPPKPRLKSGGGFGPDPGSGTTVPTRRLPAPRPSFDASASEEEEEEEEEDEEEVAAWRLPPRWGQLGASQRSRALRPSHRKTCSQRRRRAMRAFQMLLYSKSTSLTFHWKLWGRHRGRRRNLAHPKNHLSPQEGGATPQVPSPCCRFDSPRGLPPPRLGLLGALMAEDGMRGSPPVPSGPPMEEDGLRWTPKSPLDPDSGLLSCTLPNGFGGLSGPEGERSLAPPDASILISNVCSIGDHVAQELFQSSDLGIAEEADRTGEKAGQH.... Result: 0 (no interaction). (4) Result: 0 (no interaction). The protein sequence of the target gene is MFHLRTCAAKLRPLTASQTVKTFSQNKPAAIRTFQQIRCYSAPVAAEPFLSGTSSNYVEEMYCAWLENPKSVHKSWDIFFRNTNAGAPPGTAYQSPLSLSRSSLATMAHAQSLVEAQPNVDKLVEDHLAVQSLIRAYQIRGHHVAQLDPLGILDADLDSSVPADIISSTDKLGFYGLHESDLDKVFHLPTTTFIGGQEPALPLREIIRRLEMAYCQHIGVEFMFINDLEQCQWIRQKFETPGIMQFTNEEKRTLLARLVRSTRFEEFLQRKWSSEKRFGLEGCEVLIPALKTIIDMSSAN.... The miRNA is hsa-miR-4490 with sequence UCUGGUAAGAGAUUUGGGCAUA. (5) The miRNA is hsa-miR-146a-3p with sequence CCUCUGAAAUUCAGUUCUUCAG. The protein sequence of the target gene is MSQKQEEENPAEETGEEKQDTQEKEGILPEKAEEAKLKAKYPSLGQKPGGSDFLMKRLQKGQKYFDSGDYNMAKAKMKNKQLPSAGADKNLVTGDHIPTPQDLPQRKSSLVTSKLAGGQVE. Result: 0 (no interaction). (6) The miRNA is hsa-miR-3182 with sequence GCUUCUGUAGUGUAGUC. The protein sequence of the target gene is MGDSRDLCPHLDSIGEVTKEDLLLKSKGTCQSCGVTGPNLWACLQVACPYVGCGESFADHSTIHAQAKKHNLTVNLTTFRLWCYACEKEVFLEQRLAAPLLGSSSKFSEQDSPPPSHPLKAVPIAVADEGESESEDDDLKPRGLTGMKNLGNSCYMNAALQALSNCPPLTQFFLECGGLVRTDKKPALCKSYQKLVSEVWHKKRPSYVVPTSLSHGIKLVNPMFRGYAQQDTQEFLRCLMDQLHEELKEPVVATVALTEARDSDSSDTDEKREGDRSPSEDEFLSCDSSSDRGEGDGQGR.... Result: 0 (no interaction). (7) The miRNA is hsa-miR-6514-5p with sequence UAUGGAGUGGACUUUCAGCUGGC. The protein sequence of the target gene is MNTTDNGVNCLCAICGDRATGKHYGASSCDGCKGFFRRSIRKSHVYSCRFSRQCVVDKDKRNQCRYCRLRKCFRAGMKKEAVQNERDRISTRRSTFDGSNIPSINTLAQAEVRSRQISVSSPGSSTDINVKKIASIGDVCESMKQQLLVLVEWAKYIPAFCELPLDDQVALLRAHAGEHLLLGATKRSMMYKDILLLGNNYVIHRNSCEVEISRVANRVLDELVRPFQEIQIDDNEYACLKAIVFFDPDAKGLSDPVKIKNMRFQVQIGLEDYINDRQYDSRGRFGELLLLLPTLQSITW.... Result: 0 (no interaction). (8) The miRNA is mmu-miR-298-5p with sequence GGCAGAGGAGGGCUGUUCUUCCC. The protein sequence of the target gene is MPSGFQQIGSDDGEPPRQRVTGTLVLAVFSAVLGSLQFGYNIGVINAPQKVIEQSYNATWLGRQGPGGPDSIPQGTLTTLWALSVAIFSVGGMISSFLIGIISQWLGRKRAMLANNVLAVLGGALMGLANAAASYEILILGRFLIGAYSGLTSGLVPMYVGEIAPTHLRGALGTLNQLAIVIGILVAQVLGLESMLGTATLWPLLLALTVLPALLQLILLPFCPESPRYLYIIRNLEGPARKSLKRLTGWADVSDALAELKDEKRKLERERPMSLLQLLGSRTHRQPLIIAVVLQLSQQL.... Result: 1 (interaction). (9) Result: 0 (no interaction). The miRNA is mmu-miR-1894-3p with sequence GCAAGGGAGAGGGUGAAGGGAG. The protein sequence of the target gene is MTKKKRENLGVAQEIDGLEEKLSRCRKDLEAVTSQLYRAELSPEDRRSLEKEKHTLMNKASKYEKELKLLRHENRKNTLLSVAIFTVFALLYAYWTM.